Task: Predict the reactants needed to synthesize the given product.. Dataset: Full USPTO retrosynthesis dataset with 1.9M reactions from patents (1976-2016) (1) Given the product [CH3:1][O:2][C:3]([C:5]1[O:9][CH:8]=[N:7][C:6]=1[N:10]1[C:14](=[O:15])[NH:13][C:12]([CH:16]([NH:40][C:41]2[CH:46]=[CH:45][C:44]([C:47]#[N:48])=[C:43]([CH2:49][NH:50][C:51]([O:53][C:54]([CH3:57])([CH3:56])[CH3:55])=[O:52])[CH:42]=2)[C:17]2[CH:22]=[C:21]([O:23][CH3:24])[CH:20]=[C:19]([O:25][CH2:26][CH2:27][OH:28])[C:18]=2[F:39])=[N:11]1)=[O:4], predict the reactants needed to synthesize it. The reactants are: [CH3:1][O:2][C:3]([C:5]1[O:9][CH:8]=[N:7][C:6]=1[N:10]1[C:14](=[O:15])[NH:13][C:12]([CH:16]([NH:40][C:41]2[CH:46]=[CH:45][C:44]([C:47]#[N:48])=[C:43]([CH2:49][NH:50][C:51]([O:53][C:54]([CH3:57])([CH3:56])[CH3:55])=[O:52])[CH:42]=2)[C:17]2[CH:22]=[C:21]([O:23][CH3:24])[CH:20]=[C:19]([O:25][CH2:26][CH2:27][O:28][Si](C(C)C)(C(C)C)C(C)C)[C:18]=2[F:39])=[N:11]1)=[O:4].C1COCC1.[F-].C([N+](CCCC)(CCCC)CCCC)CCC.C(OCC)(=O)C. (2) Given the product [F:18][CH:2]([F:1])[C:3]1[C:7]([C:8]([F:11])([F:10])[F:9])=[C:6]([C:12]([OH:14])=[O:13])[N:5]([CH3:17])[N:4]=1, predict the reactants needed to synthesize it. The reactants are: [F:1][CH:2]([F:18])[C:3]1[C:7]([C:8]([F:11])([F:10])[F:9])=[C:6]([C:12]([O:14]CC)=[O:13])[N:5]([CH3:17])[N:4]=1.[OH-].[Na+]. (3) The reactants are: [CH2:1]([O:3][C:4]([C:6]1[C:7]([OH:18])=[N:8][C:9]2[C:14]([C:15]=1[CH3:16])=[CH:13][CH:12]=[C:11]([F:17])[CH:10]=2)=[O:5])[CH3:2].IC.[CH3:21]COC(C)=O.CCCCCC. Given the product [CH2:1]([O:3][C:4]([C:6]1[C:7]([O:18][CH3:21])=[N:8][C:9]2[C:14]([C:15]=1[CH3:16])=[CH:13][CH:12]=[C:11]([F:17])[CH:10]=2)=[O:5])[CH3:2], predict the reactants needed to synthesize it. (4) Given the product [CH2:12]([NH:11][C:8]1[CH:9]=[CH:10][C:5]2[N:6]([C:2]([C:18]3[CH:19]=[CH:20][C:21]([CH:23]=[O:24])=[CH:22][C:17]=3[F:16])=[CH:3][N:4]=2)[N:7]=1)[CH2:13][CH2:14][CH3:15], predict the reactants needed to synthesize it. The reactants are: Br[C:2]1[N:6]2[N:7]=[C:8]([NH:11][CH2:12][CH2:13][CH2:14][CH3:15])[CH:9]=[CH:10][C:5]2=[N:4][CH:3]=1.[F:16][C:17]1[CH:22]=[C:21]([CH:23]=[O:24])[CH:20]=[CH:19][C:18]=1B(O)O.P([O-])([O-])([O-])=O.[K+].[K+].[K+].COCCOC. (5) Given the product [Cl:1][C:2]1[C:3]([CH:8]2[CH2:13][CH2:12][NH:11][CH2:10][CH2:9]2)=[N:4][CH:5]=[CH:6][N:7]=1, predict the reactants needed to synthesize it. The reactants are: [Cl:1][C:2]1[C:3]([CH:8]2[CH2:13][CH2:12][N:11](C(OC(C)(C)C)=O)[CH2:10][CH2:9]2)=[N:4][CH:5]=[CH:6][N:7]=1.FC(F)(F)C(O)=O. (6) Given the product [Cl:9][C:7]1[S:8][C:4]2[CH:3]=[C:2]([NH:1][CH:13]([CH3:15])[CH3:12])[CH:11]=[CH:10][C:5]=2[N:6]=1, predict the reactants needed to synthesize it. The reactants are: [NH2:1][C:2]1[CH:11]=[CH:10][C:5]2[N:6]=[C:7]([Cl:9])[S:8][C:4]=2[CH:3]=1.[CH3:12][C:13]([CH3:15])=O.C(O[BH-](OC(=O)C)OC(=O)C)(=O)C.[Na+].C(O)(=O)C. (7) Given the product [CH3:24][O:23][C:18]1[CH:19]=[CH:20][CH:21]=[C:22]2[C:17]=1[CH:16]=[C:15]([NH:25][C:26]1[CH:30]=[C:29]([CH3:31])[NH:28][N:27]=1)[N:14]=[C:13]2[O:1][C:2]1[CH:3]=[CH:4][C:5]([NH:8][C:9](=[O:11])[CH3:10])=[CH:6][CH:7]=1, predict the reactants needed to synthesize it. The reactants are: [OH:1][C:2]1[CH:7]=[CH:6][C:5]([NH:8][C:9](=[O:11])[CH3:10])=[CH:4][CH:3]=1.Cl[C:13]1[C:22]2[C:17](=[C:18]([O:23][CH3:24])[CH:19]=[CH:20][CH:21]=2)[CH:16]=[C:15]([NH:25][C:26]2[CH:30]=[C:29]([CH3:31])[NH:28][N:27]=2)[N:14]=1.